This data is from Forward reaction prediction with 1.9M reactions from USPTO patents (1976-2016). The task is: Predict the product of the given reaction. (1) Given the reactants Cl.[F:2][CH:3]([F:38])[C:4]1[N:9]=[CH:8][C:7]([CH2:10][NH:11]C(=O)OC(C)(C)C)=[CH:6][C:5]=1[C:19](=[O:37])[NH:20][C:21]1[NH:22][C:23]([C:27]2[CH:32]=[CH:31][C:30]([C:33]([F:36])([F:35])[F:34])=[CH:29][CH:28]=2)=[C:24]([CH3:26])[N:25]=1, predict the reaction product. The product is: [NH2:11][CH2:10][C:7]1[CH:6]=[C:5]([C:19]([NH:20][C:21]2[NH:22][C:23]([C:27]3[CH:32]=[CH:31][C:30]([C:33]([F:36])([F:35])[F:34])=[CH:29][CH:28]=3)=[C:24]([CH3:26])[N:25]=2)=[O:37])[C:4]([CH:3]([F:38])[F:2])=[N:9][CH:8]=1. (2) Given the reactants [NH2:1][C:2]1[N:3]=[CH:4][C:5]([F:32])=[C:6]2[C:10]([C:11](=[O:31])[C:12]([N:14]3[CH2:19][CH2:18][N:17]([C:20]4[N:24]([C:25]5[CH:30]=[CH:29][CH:28]=[CH:27][CH:26]=5)[N:23]=[N:22][N:21]=4)[CH2:16][CH2:15]3)=[O:13])=[CH:9][NH:8][C:7]=12.[CH3:33][N:34]([CH3:40])[C:35](=[O:39])[C:36](O)=[O:37].CCN(C(C)C)C(C)C.CN(C(ON1N=NC2C=CC=CC1=2)=[N+](C)C)C.[B-](F)(F)(F)F, predict the reaction product. The product is: [F:32][C:5]1[CH:4]=[N:3][C:2]([NH:1][C:36](=[O:37])[C:35]([N:34]([CH3:40])[CH3:33])=[O:39])=[C:7]2[NH:8][CH:9]=[C:10]([C:11](=[O:31])[C:12](=[O:13])[N:14]3[CH2:15][CH2:16][N:17]([C:20]4[N:24]([C:25]5[CH:30]=[CH:29][CH:28]=[CH:27][CH:26]=5)[N:23]=[N:22][N:21]=4)[CH2:18][CH2:19]3)[C:6]=12. (3) Given the reactants [OH:1][CH:2]([C:8]1[S:9][CH:10]=[CH:11][CH:12]=1)[C:3]([O:5]CC)=[O:4].[OH-].[K+].Cl, predict the reaction product. The product is: [OH:1][CH:2]([C:8]1[S:9][CH:10]=[CH:11][CH:12]=1)[C:3]([OH:5])=[O:4]. (4) Given the reactants [Br:1][C:2]1[CH:7]=[CH:6][CH:5]=[C:4](F)[N:3]=1.[NH2:9][CH2:10][C:11]1([C:17]#[N:18])[CH2:16][CH2:15][O:14][CH2:13][CH2:12]1.C(N(CC)CC)C, predict the reaction product. The product is: [Br:1][C:2]1[N:3]=[C:4]([NH:18][CH2:17][C:11]2([C:10]#[N:9])[CH2:16][CH2:15][O:14][CH2:13][CH2:12]2)[CH:5]=[CH:6][CH:7]=1. (5) Given the reactants [C:1]([OH:5])(=[O:4])[CH:2]=[O:3].C([O-])(=O)C.[Mg+2:10].C([O-])(=O)C, predict the reaction product. The product is: [C:1]([O-:5])(=[O:4])[CH:2]=[O:3].[Mg+2:10].[C:1]([O-:5])(=[O:4])[CH:2]=[O:3]. (6) Given the reactants [C:1]([O:5][C:6]([N:8]([CH3:27])[CH2:9][CH2:10][CH2:11][N:12]1[CH2:21][CH2:20][C:19]2[C:14](=[CH:15][CH:16]=[C:17](C(OC)=O)[CH:18]=2)[C:13]1=[O:26])=[O:7])([CH3:4])([CH3:3])[CH3:2].[OH-].[Na+].Cl.[N-]=[N+]=[N-].P([O-])(OC1C=CC=CC=1)(OC1C=CC=CC=1)=O.C(N(CC)CC)C.C(O)C1C=CC=CC=1.C(OC(N(C)CCCN1CCC2C(=CC=[C:82]([NH:87][C:88](=[O:97])[O:89][CH2:90][C:91]3[CH:96]=[CH:95][CH:94]=[CH:93][CH:92]=3)C=2)C1=O)=O)(C)(C)C.CI.[H-].[Na+], predict the reaction product. The product is: [C:1]([O:5][C:6]([N:8]([CH3:27])[CH2:9][CH2:10][CH2:11][N:12]1[CH2:21][CH2:20][C:19]2[C:14](=[CH:15][CH:16]=[C:17]([CH2:82][NH:87][C:88](=[O:97])[O:89][CH2:90][C:91]3[CH:96]=[CH:95][CH:94]=[CH:93][CH:92]=3)[CH:18]=2)[C:13]1=[O:26])=[O:7])([CH3:4])([CH3:2])[CH3:3]. (7) Given the reactants [NH:1]1[CH2:6][CH2:5][CH2:4][CH2:3][CH2:2]1.[CH3:7][O:8][C:9]1[CH:10]=[C:11]([NH:21][C:22]2[S:23][C:24]([CH:27]=O)=[CH:25][N:26]=2)[CH:12]=[CH:13][C:14]=1[N:15]1[CH:19]=[C:18]([CH3:20])[N:17]=[CH:16]1, predict the reaction product. The product is: [CH3:7][O:8][C:9]1[CH:10]=[C:11]([NH:21][C:22]2[S:23][C:24]([CH2:27][N:1]3[CH2:6][CH2:5][CH2:4][CH2:3][CH2:2]3)=[CH:25][N:26]=2)[CH:12]=[CH:13][C:14]=1[N:15]1[CH:19]=[C:18]([CH3:20])[N:17]=[CH:16]1.